From a dataset of Full USPTO retrosynthesis dataset with 1.9M reactions from patents (1976-2016). Predict the reactants needed to synthesize the given product. (1) Given the product [C:1]([O:5][C:6]([N:8]1[CH2:13][CH2:12][CH2:11][CH2:10][CH:9]1[CH2:14][CH2:15][C:16]([OH:18])=[O:17])=[O:7])([CH3:4])([CH3:2])[CH3:3], predict the reactants needed to synthesize it. The reactants are: [C:1]([O:5][C:6]([N:8]1[CH2:13][CH2:12][CH2:11][CH2:10][CH:9]1/[CH:14]=[CH:15]/[C:16]([OH:18])=[O:17])=[O:7])([CH3:4])([CH3:3])[CH3:2]. (2) Given the product [C:1]([Si:5]([O:8][C:9]1[C:14]([CH:15]=[CH2:18])=[CH:13][CH:12]=[CH:11][C:10]=1[F:16])([CH3:7])[CH3:6])([CH3:4])([CH3:3])[CH3:2], predict the reactants needed to synthesize it. The reactants are: [C:1]([Si:5]([O:8][C:9]1[C:14]([CH3:15])=[CH:13][CH:12]=[CH:11][C:10]=1[F:16])([CH3:7])[CH3:6])([CH3:4])([CH3:3])[CH3:2].F[C:18]1C=CC=C(C=C)C=1O. (3) Given the product [F:10][C:7]1[CH:8]=[CH:9][C:4]([CH2:3][N:19]2[C:27]3[C:22](=[CH:23][CH:24]=[CH:25][CH:26]=3)[C:21]3([C:39]4[C:30](=[CH:31][C:32]5[O:37][CH2:36][CH2:35][O:34][C:33]=5[CH:38]=4)[O:29][CH2:28]3)[C:20]2=[O:40])=[N:5][CH:6]=1, predict the reactants needed to synthesize it. The reactants are: Cl.Cl[CH2:3][C:4]1[CH:9]=[CH:8][C:7]([F:10])=[CH:6][N:5]=1.BrCC1CCCCO1.[NH:19]1[C:27]2[C:22](=[CH:23][CH:24]=[CH:25][CH:26]=2)[C:21]2([C:39]3[C:30](=[CH:31][C:32]4[O:37][CH2:36][CH2:35][O:34][C:33]=4[CH:38]=3)[O:29][CH2:28]2)[C:20]1=[O:40]. (4) Given the product [CH3:18][C:17]1[S:16][C:15]([C:19]2[CH:24]=[CH:23][C:22]([C:25]([F:28])([F:27])[F:26])=[CH:21][CH:20]=2)=[N:14][C:13]=1[CH2:12][CH2:11][O:10][C:7]1[CH:8]=[CH:9][C:4]([C:3]([NH:30][NH2:31])=[O:2])=[CH:5][CH:6]=1, predict the reactants needed to synthesize it. The reactants are: C[O:2][C:3](=O)[C:4]1[CH:9]=[CH:8][C:7]([O:10][CH2:11][CH2:12][C:13]2[N:14]=[C:15]([C:19]3[CH:24]=[CH:23][C:22]([C:25]([F:28])([F:27])[F:26])=[CH:21][CH:20]=3)[S:16][C:17]=2[CH3:18])=[CH:6][CH:5]=1.[NH2:30][NH2:31]. (5) Given the product [CH3:13][Sn:14]([CH3:16])([CH3:15])[C:2]1[S:3][C:4]([Sn:14]([CH3:16])([CH3:15])[CH3:13])=[CH:5][CH:6]=1, predict the reactants needed to synthesize it. The reactants are: Br[C:2]1[S:3][C:4](Br)=[CH:5][CH:6]=1.C([Li])CCC.[CH3:13][Sn:14](Cl)([CH3:16])[CH3:15]. (6) The reactants are: [Cl:1][C:2]1[C:3]([O:22][C@H:23]2[CH2:28][CH2:27][C@@H:26]([C:29]([F:32])([F:31])[F:30])[CH2:25][CH2:24]2)=[CH:4][CH:5]=[C:6]2[C:11]=1[CH:10]=[C:9]([CH2:12][N:13]1[CH2:18][CH2:17][CH:16]([C:19]([OH:21])=[O:20])[CH2:15][CH2:14]1)[CH:8]=[CH:7]2.[CH:33]12NC(C[CH2:39]1)CC(C(OC)=O)[CH2:34]2.[BH-](OC(C)=O)(OC(C)=O)O[C:47]([CH3:49])=O.[Na+]. Given the product [Cl:1][C:2]1[C:3]([O:22][C@H:23]2[CH2:28][CH2:27][C@@H:26]([C:29]([F:32])([F:30])[F:31])[CH2:25][CH2:24]2)=[CH:4][CH:5]=[C:6]2[C:11]=1[CH:10]=[C:9]([CH2:12][N:13]1[CH:18]3[CH2:47][CH2:49][CH:14]1[CH2:15][CH:16]([C:19]([O:21][CH:33]([CH3:39])[CH3:34])=[O:20])[CH2:17]3)[CH:8]=[CH:7]2, predict the reactants needed to synthesize it. (7) Given the product [Cl:26][CH2:25][CH2:24][N:16]1[C:17]([C:19]([O:21][CH3:22])=[O:20])=[CH:18][C:14]([C:11]2[CH:10]=[CH:9][C:8]([F:7])=[CH:13][CH:12]=2)=[N:15]1, predict the reactants needed to synthesize it. The reactants are: C(=O)([O-])[O-].[K+].[K+].[F:7][C:8]1[CH:13]=[CH:12][C:11]([C:14]2[CH:18]=[C:17]([C:19]([O:21][CH3:22])=[O:20])[NH:16][N:15]=2)=[CH:10][CH:9]=1.Br[CH2:24][CH2:25][Cl:26]. (8) Given the product [Cl:43][C:38]1[NH:39][C:40]2[C:41](=[O:42])[N:33]([CH2:32][CH2:31][CH2:30][NH:29][C:15](=[O:16])[O:9][CH2:8][C:3]3[CH:4]=[CH:5][CH:6]=[CH:7][C:2]=3[F:1])[C:34](=[O:49])[N:35]([CH2:44][CH2:45][CH2:46][CH2:47][CH3:48])[C:36]=2[N:37]=1, predict the reactants needed to synthesize it. The reactants are: [F:1][C:2]1[CH:7]=[CH:6][CH:5]=[CH:4][C:3]=1[CH2:8][OH:9].C1N=CN([C:15](N2C=NC=C2)=[O:16])C=1.FC(F)(F)C(O)=O.[NH2:29][CH2:30][CH2:31][CH2:32][N:33]1[C:41](=[O:42])[C:40]2[NH:39][C:38]([Cl:43])=[N:37][C:36]=2[N:35]([CH2:44][CH2:45][CH2:46][CH2:47][CH3:48])[C:34]1=[O:49].CCN(C(C)C)C(C)C.